Task: Predict the reactants needed to synthesize the given product.. Dataset: Full USPTO retrosynthesis dataset with 1.9M reactions from patents (1976-2016) (1) Given the product [CH:17]1([O:16][C:14]([NH:13][C:10]2[CH:11]=[CH:12][C:7]([CH:5]([O:6][C:43]([O:42][N:39]3[C:40](=[O:41])[CH2:35][CH2:36][C:37]3=[O:38])=[O:44])[C:4]([O:3][CH2:1][CH3:2])=[O:25])=[CH:8][CH:9]=2)=[O:15])[CH2:24][CH2:23][CH2:22][CH2:21][CH2:20][CH:19]=[CH:18]1, predict the reactants needed to synthesize it. The reactants are: [CH2:1]([O:3][C:4](=[O:25])[CH:5]([C:7]1[CH:12]=[CH:11][C:10]([NH:13][C:14]([O:16][CH:17]2[CH2:24][CH2:23][CH2:22][CH2:21][CH2:20][CH:19]=[CH:18]2)=[O:15])=[CH:9][CH:8]=1)[OH:6])[CH3:2].C(N(C(C)C)CC)(C)C.[CH2:35]1[C:40](=[O:41])[N:39]([O:42][C:43](ON2C(=O)CCC2=O)=[O:44])[C:37](=[O:38])[CH2:36]1. (2) Given the product [OH:26][C:23]1[CH:24]=[CH:25][C:20]([C:19]2[C:18](=[O:27])[C:13]3[C:12](=[C:11]([Br:10])[C:16]([OH:17])=[CH:15][CH:14]=3)[O:28][CH:5]=2)=[CH:21][CH:22]=1, predict the reactants needed to synthesize it. The reactants are: B(F)(F)F.[CH3:5]COCC.[Br:10][C:11]1[C:12]([OH:28])=[C:13]([C:18](=[O:27])[CH2:19][C:20]2[CH:25]=[CH:24][C:23]([OH:26])=[CH:22][CH:21]=2)[CH:14]=[CH:15][C:16]=1[OH:17].CS(Cl)(=O)=O.Cl. (3) Given the product [CH2:1]([NH:8][CH2:17][C:18]([O:20][CH2:21][CH3:22])=[O:19])[C:2]1[CH:7]=[CH:6][CH:5]=[CH:4][CH:3]=1, predict the reactants needed to synthesize it. The reactants are: [CH2:1]([NH2:8])[C:2]1[CH:7]=[CH:6][CH:5]=[CH:4][CH:3]=1.CCN(CC)CC.Br[CH2:17][C:18]([O:20][CH2:21][CH3:22])=[O:19]. (4) Given the product [CH3:45][S:46]([O:23][CH2:22][CH:20]1[CH2:21][CH:18]([NH:17][C:15](=[O:16])[NH:14][C:10]2[CH:9]=[C:8]([CH2:7][N:6]3[C:2]([CH3:37])([CH3:1])[C:3](=[O:36])[N:4]([C:25]4[CH:26]=[CH:27][C:28]([S:31][C:32]([F:35])([F:34])[F:33])=[CH:29][CH:30]=4)[C:5]3=[O:24])[CH:13]=[CH:12][N:11]=2)[CH2:19]1)(=[O:48])=[O:47], predict the reactants needed to synthesize it. The reactants are: [CH3:1][C:2]1([CH3:37])[N:6]([CH2:7][C:8]2[CH:13]=[CH:12][N:11]=[C:10]([NH:14][C:15]([NH:17][CH:18]3[CH2:21][CH:20]([CH2:22][OH:23])[CH2:19]3)=[O:16])[CH:9]=2)[C:5](=[O:24])[N:4]([C:25]2[CH:30]=[CH:29][C:28]([S:31][C:32]([F:35])([F:34])[F:33])=[CH:27][CH:26]=2)[C:3]1=[O:36].C(N(CC)CC)C.[CH3:45][S:46](Cl)(=[O:48])=[O:47]. (5) The reactants are: [CH:1]1([C:4]2[N:8]=[C:7]([C:9]3[C:10]4[CH2:19][CH2:18][CH2:17][CH2:16][CH2:15][C:11]=4[S:12][C:13]=3[NH2:14])[O:6][N:5]=2)[CH2:3][CH2:2]1.[C:20]12[C:28](=[O:29])[O:27][C:25](=[O:26])[C:21]=1[CH2:22][CH2:23][CH2:24]2. Given the product [CH:1]1([C:4]2[N:8]=[C:7]([C:9]3[C:10]4[CH2:19][CH2:18][CH2:17][CH2:16][CH2:15][C:11]=4[S:12][C:13]=3[NH:14][C:28]([C:20]3[CH2:24][CH2:23][CH2:22][C:21]=3[C:25]([OH:27])=[O:26])=[O:29])[O:6][N:5]=2)[CH2:3][CH2:2]1, predict the reactants needed to synthesize it. (6) Given the product [OH:19][CH:18]([C:20]1[CH:21]=[CH:22][C:23]2[O:28][CH2:27][C:26](=[O:29])[NH:25][C:24]=2[CH:30]=1)[CH2:17][N:14]1[CH2:15][CH2:16][N:11]([C:8]2[CH:7]=[CH:6][CH:5]=[C:4]3[C:9]=2[CH:10]=[C:2]([CH3:1])[NH:3]3)[CH2:12][CH2:13]1, predict the reactants needed to synthesize it. The reactants are: [CH3:1][C:2]1[NH:3][C:4]2[C:9]([CH:10]=1)=[C:8]([N:11]1[CH2:16][CH2:15][N:14]([CH2:17][C:18]([C:20]3[CH:21]=[CH:22][C:23]4[O:28][CH2:27][C:26](=[O:29])[NH:25][C:24]=4[CH:30]=3)=[O:19])[CH2:13][CH2:12]1)[CH:7]=[CH:6][CH:5]=2.[BH4-].[Na+]. (7) The reactants are: [NH2:1][C:2]1[CH:7]=[CH:6][CH:5]=[CH:4][C:3]=1[C:8](=[O:10])[CH3:9].[I:11]Cl. Given the product [NH2:1][C:2]1[CH:7]=[CH:6][C:5]([I:11])=[CH:4][C:3]=1[C:8](=[O:10])[CH3:9], predict the reactants needed to synthesize it. (8) Given the product [Cl:1][C:2]1[C:11]([O:12][CH:14]2[CH2:15][CH2:16][CH2:17][CH2:18][O:13]2)=[CH:10][C:5]([C:6]([O:8][CH3:9])=[O:7])=[CH:4][N:3]=1, predict the reactants needed to synthesize it. The reactants are: [Cl:1][C:2]1[C:11]([OH:12])=[CH:10][C:5]([C:6]([O:8][CH3:9])=[O:7])=[CH:4][N:3]=1.[O:13]1[CH:18]=[CH:17][CH2:16][CH2:15][CH2:14]1.C1(C)C=CC(S([O-])(=O)=O)=CC=1.[NH+]1C=CC=CC=1.O. (9) Given the product [CH:18]1([N:13]2[C:12]([C:35]3[CH:36]=[CH:37][C:32]([F:31])=[CH:33][CH:34]=3)=[C:11]3[C:15]([CH2:16][CH2:17][NH:8][CH2:9][CH2:10]3)=[N:14]2)[CH2:19][CH2:20][CH2:21][CH2:22]1, predict the reactants needed to synthesize it. The reactants are: C(OC([N:8]1[CH2:17][CH2:16][C:15]2[C:11](=[C:12](OS(C(F)(F)F)(=O)=O)[N:13]([CH:18]3[CH2:22][CH2:21][CH2:20][CH2:19]3)[N:14]=2)[CH2:10][CH2:9]1)=O)(C)(C)C.[F:31][C:32]1[CH:37]=[CH:36][C:35](B(O)O)=[CH:34][CH:33]=1. (10) The reactants are: C[O:2][C:3]1[CH:10]=[C:9]([O:11]C)[CH:8]=[CH:7][C:4]=1[C:5]#[N:6].B(Cl)(Cl)Cl. Given the product [OH:2][C:3]1[CH:10]=[C:9]([OH:11])[CH:8]=[CH:7][C:4]=1[C:5]#[N:6], predict the reactants needed to synthesize it.